This data is from Reaction yield outcomes from USPTO patents with 853,638 reactions. The task is: Predict the reaction yield, written as a fraction of the theoretical maximum amount of product (1.0 means a 100% yield; for example, 0.34 means a 34% yield). (1) The reactants are [Br:1][C:2]1[C:3]2[N:11]([CH2:12][CH3:13])[C:10]([C:14](=[N:17][OH:18])[C:15]#[N:16])=[N:9][C:4]=2[C:5]([Cl:8])=[N:6][CH:7]=1.C([N:21](CC)CC)C.NO. The catalyst is O1CCOCC1.CO. The product is [Br:1][C:2]1[C:3]2[N:11]([CH2:12][CH3:13])[C:10]([C:14]3[C:15]([NH2:21])=[N:16][O:18][N:17]=3)=[N:9][C:4]=2[C:5]([Cl:8])=[N:6][CH:7]=1. The yield is 0.700. (2) The reactants are [F:1][C:2]1[CH:7]=[CH:6][CH:5]=[C:4]([N+:8]([O-])=O)[C:3]=1[CH:11]1[CH2:15][CH:14]=[CH:13][O:12]1.FC1C=CC=C([N+]([O-])=O)C=1C1C=CCO1.CCN(CC)CC. The catalyst is [Pd].CO.CCOCC. The product is [F:1][C:2]1[C:3]([CH:11]2[CH2:15][CH2:14][CH2:13][O:12]2)=[C:4]([CH:5]=[CH:6][CH:7]=1)[NH2:8]. The yield is 0.840.